This data is from Forward reaction prediction with 1.9M reactions from USPTO patents (1976-2016). The task is: Predict the product of the given reaction. (1) Given the reactants [Cl:1][C:2]1[CH:3]=[C:4]([NH:11][C:12]2[CH:17]=[CH:16][CH:15]=[C:14]([N:18]3[CH2:22][CH2:21][CH2:20][CH:19]3[CH3:23])[N:13]=2)[C:5]2[N:6]([CH:8]=[CH:9][N:10]=2)[N:7]=1.CC1(C)C(C)(C)OB([C:32]2[CH:41]=[C:40]3[C:35]([CH2:36][CH2:37][CH2:38][NH:39]3)=[CH:34][CH:33]=2)O1.CC(C1C=C(C(C)C)C(C2C=CC=CC=2P(C2CCCCC2)C2CCCCC2)=C(C(C)C)C=1)C.C([O-])([O-])=O.[Na+].[Na+], predict the reaction product. The product is: [ClH:1].[CH3:23][CH:19]1[CH2:20][CH2:21][CH2:22][N:18]1[C:14]1[N:13]=[C:12]([NH:11][C:4]2[C:5]3[N:6]([CH:8]=[CH:9][N:10]=3)[N:7]=[C:2]([C:32]3[CH:41]=[C:40]4[C:35]([CH2:36][CH2:37][CH2:38][NH:39]4)=[CH:34][CH:33]=3)[CH:3]=2)[CH:17]=[CH:16][CH:15]=1. (2) Given the reactants [CH2:1]([O:3][C:4](=[O:16])[CH:5]([O:14][CH3:15])[CH2:6][C:7]1[CH:12]=[CH:11][C:10]([OH:13])=[CH:9][CH:8]=1)[CH3:2].[CH3:17][N:18]1[CH:22]([CH2:23][CH2:24]OS(C2C=CC(C)=CC=2)(=O)=O)[CH2:21][N:20]([CH2:36][C:37]2[CH:42]=[CH:41][C:40]([C:43]([F:46])([F:45])[F:44])=[CH:39][CH:38]=2)[C:19]1=[O:47].C([O-])([O-])=O.[Cs+].[Cs+], predict the reaction product. The product is: [CH2:1]([O:3][C:4](=[O:16])[CH:5]([O:14][CH3:15])[CH2:6][C:7]1[CH:8]=[CH:9][C:10]([O:13][CH2:24][CH2:23][CH:22]2[CH2:21][N:20]([CH2:36][C:37]3[CH:42]=[CH:41][C:40]([C:43]([F:45])([F:46])[F:44])=[CH:39][CH:38]=3)[C:19](=[O:47])[N:18]2[CH3:17])=[CH:11][CH:12]=1)[CH3:2]. (3) Given the reactants [F:1][C:2]1[C:7]([F:8])=[CH:6][CH:5]=[CH:4][C:3]=1[C:9]1[N:17]=[C:12]2[CH:13]=[N:14][NH:15][CH:16]=[C:11]2[N:10]=1.Cl[CH2:19][C:20]1[O:24][N:23]=[C:22]([C:25]2[CH:30]=[CH:29][C:28]([N:31]([CH3:33])[CH3:32])=[CH:27][CH:26]=2)[CH:21]=1, predict the reaction product. The product is: [F:1][C:2]1[C:7]([F:8])=[CH:6][CH:5]=[CH:4][C:3]=1[C:9]1[N:17]=[C:12]2[CH:13]=[N:14][N:15]([CH2:19][C:20]3[O:24][N:23]=[C:22]([C:25]4[CH:30]=[CH:29][C:28]([N:31]([CH3:32])[CH3:33])=[CH:27][CH:26]=4)[CH:21]=3)[CH:16]=[C:11]2[N:10]=1. (4) The product is: [CH3:10][C:9]1[O:12][C:5]([C:3](=[O:4])[CH3:2])=[C:6]([CH3:7])[N:13]=1. Given the reactants Cl[CH2:2][C:3]([CH2:5][C:6](=O)[CH3:7])=[O:4].[C:9]([O-:12])(=O)[CH3:10].[NH4+:13], predict the reaction product. (5) Given the reactants [Br:1][C:2]1[C:3]([CH2:9][OH:10])=[N:4][CH:5]=[CH:6][C:7]=1[CH3:8].CC(OI1(OC(C)=O)(OC(C)=O)OC(=O)C2C=CC=CC1=2)=O, predict the reaction product. The product is: [Br:1][C:2]1[C:3]([CH:9]=[O:10])=[N:4][CH:5]=[CH:6][C:7]=1[CH3:8]. (6) The product is: [N+:19]([C:6]1[C:5]([N:4]=[N:1][C:24]2[CH:25]=[CH:26][CH:27]=[CH:28][C:23]=2[OH:29])=[C:10]([OH:30])[CH:9]=[CH:8][CH:7]=1)([O-:21])=[O:20]. Given the reactants [N+:1]([NH:4][C:5]1[CH:10]=[CH:9][CH:8]=[CH:7][CH:6]=1)([O-])=O.Cl.NC1C=CC=CC=1.[N:19]([O-:21])=[O:20].[Na+].[C:23]1([OH:29])[CH:28]=[CH:27][CH:26]=[CH:25][CH:24]=1.[OH-:30].[Na+], predict the reaction product.